Predict the reactants needed to synthesize the given product. From a dataset of Full USPTO retrosynthesis dataset with 1.9M reactions from patents (1976-2016). The reactants are: [Br:1][C:2]1[CH:3]=[C:4]2[C:9](=[C:10]3[CH:15]=[CH:14][CH:13]=[CH:12][C:11]=13)[N:8]=[CH:7][N:6]([C@H:16]1[CH2:21][CH2:20][O:19][CH2:18][C@@H:17]1[OH:22])[C:5]2=[O:23].[CH3:24][C:25]([Si:28](OS(C(F)(F)F)(=O)=O)([CH3:30])[CH3:29])([CH3:27])[CH3:26].C([O-])(O)=O.[Na+]. Given the product [Br:1][C:2]1[CH:3]=[C:4]2[C:9](=[C:10]3[CH:15]=[CH:14][CH:13]=[CH:12][C:11]=13)[N:8]=[CH:7][N:6]([C@H:16]1[CH2:21][CH2:20][O:19][CH2:18][C@@H:17]1[O:22][Si:28]([C:25]([CH3:27])([CH3:26])[CH3:24])([CH3:30])[CH3:29])[C:5]2=[O:23], predict the reactants needed to synthesize it.